From a dataset of Blood-brain barrier penetration binary classification data from Martins et al.. Regression/Classification. Given a drug SMILES string, predict its absorption, distribution, metabolism, or excretion properties. Task type varies by dataset: regression for continuous measurements (e.g., permeability, clearance, half-life) or binary classification for categorical outcomes (e.g., BBB penetration, CYP inhibition). Dataset: bbb_martins. The compound is CN(C)CCON=C1c2ccccc2CCc2ccccc21. The result is 1 (penetrates BBB).